Dataset: Catalyst prediction with 721,799 reactions and 888 catalyst types from USPTO. Task: Predict which catalyst facilitates the given reaction. (1) Reactant: [O:1]1[C:5]2([CH2:10][CH2:9][CH:8]([OH:11])[CH2:7][CH2:6]2)[O:4][CH2:3][CH2:2]1.[C:12]1(O)[CH:17]=[CH:16][CH:15]=[CH:14][CH:13]=1.C1(P(C2C=CC=CC=2)C2C=CC=CC=2)C=CC=CC=1.N(C([O-])=O)=NC([O-])=O. Product: [O:11]([CH:8]1[CH2:9][CH2:10][C:5]2([O:4][CH2:3][CH2:2][O:1]2)[CH2:6][CH2:7]1)[C:12]1[CH:17]=[CH:16][CH:15]=[CH:14][CH:13]=1. The catalyst class is: 2. (2) Reactant: Cl[C:2]1[CH:7]=[CH:6][N:5]=[CH:4][C:3]=1[N+:8]([O-:10])=[O:9].[NH:11]1[CH2:15][CH2:14][CH:13]([NH:16][C:17](=[O:23])[O:18][C:19]([CH3:22])([CH3:21])[CH3:20])[CH2:12]1.CCN(C(C)C)C(C)C. Product: [N+:8]([C:3]1[CH:4]=[N:5][CH:6]=[CH:7][C:2]=1[N:11]1[CH2:15][CH2:14][CH:13]([NH:16][C:17](=[O:23])[O:18][C:19]([CH3:21])([CH3:20])[CH3:22])[CH2:12]1)([O-:10])=[O:9]. The catalyst class is: 14.